Dataset: Catalyst prediction with 721,799 reactions and 888 catalyst types from USPTO. Task: Predict which catalyst facilitates the given reaction. (1) Reactant: C(OC(=O)[NH:7][CH2:8][C@H:9]1[S:13][C@@H:12]([C:14]2[CH:19]=[CH:18][C:17]([C:20]#[C:21][C:22]3[CH:27]=[CH:26][CH:25]=[CH:24][CH:23]=3)=[CH:16][CH:15]=2)[N:11]([C:28]2[CH:33]=[CH:32][CH:31]=[C:30]([C:34](=[O:36])[NH2:35])[CH:29]=2)[C:10]1=[O:37])(C)(C)C.FC(F)(F)C(O)=O. Product: [NH2:7][CH2:8][C@H:9]1[S:13][C@@H:12]([C:14]2[CH:15]=[CH:16][C:17]([C:20]#[C:21][C:22]3[CH:27]=[CH:26][CH:25]=[CH:24][CH:23]=3)=[CH:18][CH:19]=2)[N:11]([C:28]2[CH:29]=[C:30]([CH:31]=[CH:32][CH:33]=2)[C:34]([NH2:35])=[O:36])[C:10]1=[O:37]. The catalyst class is: 4. (2) Reactant: [CH3:1][C@H:2]1[CH2:7][NH:6][C@H:5]([CH3:8])[CH2:4][N:3]1[S:9]([NH2:12])(=[O:11])=[O:10].C1(P(C2CCCCC2)C2C=CC=CC=2C2C(C(C)C)=CC(C(C)C)=CC=2C(C)C)CCCCC1.C(=O)([O-])[O-].[Cs+].[Cs+].Cl[C:54]1[CH:59]=[C:58]([O:60][CH3:61])[N:57]=[C:56]([S:62][CH2:63][C:64]2[CH:69]=[CH:68][CH:67]=[C:66]([F:70])[C:65]=2[F:71])[N:55]=1. Product: [F:71][C:65]1[C:66]([F:70])=[CH:67][CH:68]=[CH:69][C:64]=1[CH2:63][S:62][C:56]1[N:55]=[C:54]([NH:12][S:9]([N:3]2[CH2:4][C@@H:5]([CH3:8])[NH:6][CH2:7][C@@H:2]2[CH3:1])(=[O:10])=[O:11])[CH:59]=[C:58]([O:60][CH3:61])[N:57]=1. The catalyst class is: 62.